From a dataset of Reaction yield outcomes from USPTO patents with 853,638 reactions. Predict the reaction yield, written as a fraction of the theoretical maximum amount of product (1.0 means a 100% yield; for example, 0.34 means a 34% yield). (1) The reactants are [CH3:1][C:2]1([C:6]([OH:8])=O)[CH2:5][CH2:4][CH2:3]1.[CH:9]1[N:13]=[CH:12][N:11](C([N:11]2[CH:12]=[N:13][CH:9]=[CH:10]2)=O)[CH:10]=1. The catalyst is C(Cl)Cl. The product is [N:11]1([C:6]([C:2]2([CH3:1])[CH2:3][CH2:4][CH2:5]2)=[O:8])[CH:10]=[CH:9][N:13]=[CH:12]1. The yield is 0.904. (2) The reactants are [CH3:1][O:2][C:3]1[CH:9]=[C:8]([O:10][CH3:11])[C:7]([CH3:12])=[CH:6][C:4]=1[NH2:5].[C:13](Cl)(Cl)=[O:14]. The catalyst is CCOC(C)=O. The product is [N:5]([C:4]1[CH:6]=[C:7]([CH3:12])[C:8]([O:10][CH3:11])=[CH:9][C:3]=1[O:2][CH3:1])=[C:13]=[O:14]. The yield is 1.00. (3) The reactants are [C:1]([NH:4][CH2:5][C:6]([NH:8][C:9]1[N:27]=[C:12]2[CH:13]=[CH:14][CH:15]=[C:16]([C:17]3[CH:22]=[CH:21][CH:20]=[C:19]([S:23]([CH3:26])(=[O:25])=[O:24])[CH:18]=3)[N:11]2[N:10]=1)=O)(=O)[CH3:2].COC1C=CC(P2(SP(C3C=CC(OC)=CC=3)(=S)S2)=[S:37])=CC=1. No catalyst specified. The product is [CH3:2][C:1]1[S:37][C:6]([NH:8][C:9]2[N:27]=[C:12]3[CH:13]=[CH:14][CH:15]=[C:16]([C:17]4[CH:22]=[CH:21][CH:20]=[C:19]([S:23]([CH3:26])(=[O:25])=[O:24])[CH:18]=4)[N:11]3[N:10]=2)=[CH:5][N:4]=1. The yield is 0.400. (4) The reactants are C[O:2][C:3]1[C:8]2[NH:9][C:10]([C:12]3[S:13][CH:14]=[CH:15][CH:16]=3)=[N:11][C:7]=2[C:6]([C:17]([NH:19][CH2:20][CH:21]2[CH2:26][CH2:25][N:24](C(OC(C)(C)C)=O)[CH2:23][CH2:22]2)=[O:18])=[CH:5][CH:4]=1.B(Br)(Br)Br. No catalyst specified. The product is [OH:2][C:3]1[C:8]2[NH:9][C:10]([C:12]3[S:13][CH:14]=[CH:15][CH:16]=3)=[N:11][C:7]=2[C:6]([C:17]([NH:19][CH2:20][CH:21]2[CH2:26][CH2:25][NH:24][CH2:23][CH2:22]2)=[O:18])=[CH:5][CH:4]=1. The yield is 0.350. (5) The reactants are [CH3:1][C:2]1[C:3]([C:7]([O:9][CH2:10][CH3:11])=[O:8])=[N:4][NH:5][N:6]=1.Br[CH2:13][CH:14]([CH3:16])[CH3:15].C(=O)([O-])[O-].[K+].[K+].[I-].[K+]. The catalyst is C(#N)C.O. The product is [CH2:13]([N:5]1[N:4]=[C:3]([C:7]([O:9][CH2:10][CH3:11])=[O:8])[C:2]([CH3:1])=[N:6]1)[CH:14]([CH3:16])[CH3:15]. The yield is 0.430. (6) The reactants are [C:1](Cl)(=[O:8])[C:2]1[CH:7]=[CH:6][CH:5]=[CH:4][CH:3]=1.[CH2:10]1[O:12][CH:11]1[CH2:13][OH:14].N1C=CC=CC=1. The catalyst is ClCCl. The product is [C:1]([O:14][CH2:13][CH:11]1[CH2:10][O:12]1)(=[O:8])[C:2]1[CH:7]=[CH:6][CH:5]=[CH:4][CH:3]=1. The yield is 1.00. (7) The reactants are [O:1]1[CH2:6][CH2:5][N:4]([C:7]2[N:12]=[CH:11][C:10](/[CH:13]=[CH:14]/[C:15]([OH:17])=O)=[CH:9][CH:8]=2)[CH2:3][CH2:2]1.C(N(CC)CC)C.CN([P+](ON1N=NC2C=CC=CC1=2)(N(C)C)N(C)C)C.F[P-](F)(F)(F)(F)F.[NH2:52][C:53]1[CH:58]=[C:57]([C:59]2[S:60][CH:61]=[CH:62][CH:63]=2)[CH:56]=[CH:55][C:54]=1[NH:64][C:65](=[O:71])[O:66][C:67]([CH3:70])([CH3:69])[CH3:68]. The catalyst is CN(C=O)C.CN(C)C1C=CN=CC=1. The yield is 0.810. The product is [O:1]1[CH2:2][CH2:3][N:4]([C:7]2[N:12]=[CH:11][C:10](/[CH:13]=[CH:14]/[C:15]([NH:52][C:53]3[CH:58]=[C:57]([C:59]4[S:60][CH:61]=[CH:62][CH:63]=4)[CH:56]=[CH:55][C:54]=3[NH:64][C:65](=[O:71])[O:66][C:67]([CH3:69])([CH3:68])[CH3:70])=[O:17])=[CH:9][CH:8]=2)[CH2:5][CH2:6]1. (8) The reactants are C(OC(=O)[NH:10][CH2:11][CH2:12][CH2:13][CH2:14][C:15]1[CH:20]=[CH:19][C:18]([O:21][CH2:22][C:23](=[O:29])[NH:24][CH2:25][C:26](=[O:28])[NH2:27])=[CH:17][CH:16]=1)C1C=CC=CC=1. The catalyst is CCO.C1COCC1. The product is [NH2:10][CH2:11][CH2:12][CH2:13][CH2:14][C:15]1[CH:20]=[CH:19][C:18]([O:21][CH2:22][C:23]([NH:24][CH2:25][C:26](=[O:28])[NH2:27])=[O:29])=[CH:17][CH:16]=1. The yield is 0.910. (9) The reactants are [C:1](Cl)(=[O:5])C(Cl)=O.[Cl:7][C:8]1[CH:13]=[CH:12][C:11]([C:14]2[S:18][C:17]([C:19]([OH:21])=O)=[C:16]([C:22]3[CH:27]=[CH:26][C:25]([S:28](=[O:31])(=[O:30])[NH2:29])=[C:24]([CH3:32])[CH:23]=3)[C:15]=2[CH3:33])=[CH:10][CH:9]=1.[CH3:34][N:35]([CH:37]=O)[CH3:36].[CH2:39]([N:41](CC)CC)C. The catalyst is ClCCl. The product is [Cl:7][C:8]1[CH:13]=[CH:12][C:11]([C:14]2[S:18][C:17]([C:19]([N:41]([O:5][CH3:1])[CH3:39])=[O:21])=[C:16]([C:22]3[CH:27]=[CH:26][C:25]([S:28](=[O:31])(=[O:30])[N:29]=[CH:34][N:35]([CH3:37])[CH3:36])=[C:24]([CH3:32])[CH:23]=3)[C:15]=2[CH3:33])=[CH:10][CH:9]=1. The yield is 0.530. (10) The reactants are [CH3:1][C@H:2]([CH2:6][OH:7])[C:3]([OH:5])=[O:4].[C:8](Cl)(=[O:10])[CH3:9]. The catalyst is N1C=CC=CC=1. The product is [CH3:1][C@H:2]([CH2:6][O:7][C:8](=[O:10])[CH3:9])[C:3]([OH:5])=[O:4]. The yield is 0.950.